From a dataset of Full USPTO retrosynthesis dataset with 1.9M reactions from patents (1976-2016). Predict the reactants needed to synthesize the given product. (1) Given the product [Cl:57][C:58]1[C:63]([NH:64][C:48]2[CH:49]=[C:50]3[C:45](=[C:46]([C:52]#[N:53])[CH:47]=2)[N:44]([CH3:54])[C@H:43]2[CH2:55][CH2:56][NH:40][CH2:41][C@@H:42]32)=[C:62]([C:65]([F:66])([F:67])[F:68])[CH:61]=[C:60]([Cl:69])[N:59]=1, predict the reactants needed to synthesize it. The reactants are: C(OC(N1CCC2N(C)C3C(C(F)(F)F)=CC(NC4C=CC=CN=4)=CC=3C2C1)=O)(C)(C)C.C(OC([N:40]1[CH2:56][CH2:55][C@@H:43]2[N:44]([CH3:54])[C:45]3[C:46]([C:52]#[N:53])=[CH:47][C:48](Br)=[CH:49][C:50]=3[C@@H:42]2[CH2:41]1)=O)(C)(C)C.[Cl:57][C:58]1[C:63]([NH2:64])=[C:62]([C:65]([F:68])([F:67])[F:66])[CH:61]=[C:60]([Cl:69])[N:59]=1.CC([O-])(C)C.[Na+]. (2) Given the product [NH2:9][C@H:4]([C:2]([NH2:1])=[O:3])[C:5]([CH3:8])([CH3:7])[CH3:6], predict the reactants needed to synthesize it. The reactants are: [NH2:1][C:2]([C@@H:4]([NH:9]C(=O)OCC1C=CC=CC=1)[C:5]([CH3:8])([CH3:7])[CH3:6])=[O:3]. (3) Given the product [Cl:1][C:2]1[CH:3]=[CH:4][C:5]([C:28]([F:29])([F:31])[F:30])=[C:6]([CH:27]=1)[CH2:7][N:8]1[CH2:13][CH2:12][NH:11][C:10]2[N:14]=[CH:15][C:16]([C:18]3[CH:19]=[C:20]([C:21]([N:41]4[CH2:40][CH2:39][CH:38]([C:32]5[CH:37]=[CH:36][CH:35]=[CH:34][CH:33]=5)[CH2:43][CH2:42]4)=[O:22])[CH:24]=[CH:25][CH:26]=3)=[CH:17][C:9]1=2, predict the reactants needed to synthesize it. The reactants are: [Cl:1][C:2]1[CH:3]=[CH:4][C:5]([C:28]([F:31])([F:30])[F:29])=[C:6]([CH:27]=1)[CH2:7][N:8]1[CH2:13][CH2:12][NH:11][C:10]2[N:14]=[CH:15][C:16]([C:18]3[CH:19]=[C:20]([CH:24]=[CH:25][CH:26]=3)[C:21](O)=[O:22])=[CH:17][C:9]1=2.[C:32]1([CH:38]2[CH2:43][CH2:42][NH:41][CH2:40][CH2:39]2)[CH:37]=[CH:36][CH:35]=[CH:34][CH:33]=1. (4) Given the product [CH2:1]([O:8][C:9]1[CH:10]=[C:11]([CH:23]([CH:25]2[CH2:27][CH2:26]2)[OH:24])[N:12]=[N:13][C:14]=1[O:15][CH2:16][C:17]1[CH:22]=[CH:21][CH:20]=[CH:19][CH:18]=1)[C:2]1[CH:7]=[CH:6][CH:5]=[CH:4][CH:3]=1, predict the reactants needed to synthesize it. The reactants are: [CH2:1]([O:8][C:9]1[CH:10]=[C:11]([CH:23]=[O:24])[N:12]=[N:13][C:14]=1[O:15][CH2:16][C:17]1[CH:22]=[CH:21][CH:20]=[CH:19][CH:18]=1)[C:2]1[CH:7]=[CH:6][CH:5]=[CH:4][CH:3]=1.[CH:25]1([Mg]Br)[CH2:27][CH2:26]1. (5) The reactants are: Cl.Cl.[N:3]1([C:9]([C:11]2[CH:36]=[CH:35][C:14]([O:15][C:16]3[N:21]=[CH:20][C:19]([NH:22][C:23](=[O:34])[C:24]4[CH:29]=[CH:28][C:27]([C:30]([F:33])([F:32])[F:31])=[CH:26][CH:25]=4)=[CH:18][CH:17]=3)=[CH:13][CH:12]=2)=[O:10])[CH2:8][CH2:7][NH:6][CH2:5][CH2:4]1.[CH:37]([C:39]1[S:40][CH:41]=[CH:42][N:43]=1)=O.C(N(CC)CC)C.C(O[BH-](OC(=O)C)OC(=O)C)(=O)C.[Na+].C(O)(=O)C. Given the product [S:40]1[CH:41]=[CH:42][N:43]=[C:39]1[CH2:37][N:6]1[CH2:7][CH2:8][N:3]([C:9]([C:11]2[CH:12]=[CH:13][C:14]([O:15][C:16]3[N:21]=[CH:20][C:19]([NH:22][C:23](=[O:34])[C:24]4[CH:29]=[CH:28][C:27]([C:30]([F:31])([F:32])[F:33])=[CH:26][CH:25]=4)=[CH:18][CH:17]=3)=[CH:35][CH:36]=2)=[O:10])[CH2:4][CH2:5]1, predict the reactants needed to synthesize it. (6) Given the product [CH3:1][S:2]([O:28][CH2:27][C:16]1[C:17]([NH:19][C:20]([C:22]2[O:23][CH:24]=[CH:25][CH:26]=2)=[O:21])=[N:18][C:13]([C:10]2[CH:11]=[CH:12][C:7]([F:6])=[CH:8][C:9]=2[O:38][CH2:39][O:40][CH3:41])=[CH:14][C:15]=1[C:29]1[CH:34]=[CH:33][CH:32]=[C:31]([N+:35]([O-:37])=[O:36])[CH:30]=1)(=[O:4])=[O:3], predict the reactants needed to synthesize it. The reactants are: [CH3:1][S:2](Cl)(=[O:4])=[O:3].[F:6][C:7]1[CH:12]=[CH:11][C:10]([C:13]2[N:18]=[C:17]([NH:19][C:20]([C:22]3[O:23][CH:24]=[CH:25][CH:26]=3)=[O:21])[C:16]([CH2:27][OH:28])=[C:15]([C:29]3[CH:34]=[CH:33][CH:32]=[C:31]([N+:35]([O-:37])=[O:36])[CH:30]=3)[CH:14]=2)=[C:9]([O:38][CH2:39][O:40][CH3:41])[CH:8]=1.C(N(CC)CC)C. (7) Given the product [C:33]([O:37][C:38]([N:40]1[CH2:45][CH2:44][CH2:43][C@H:42]([C:46]2[N:49]=[C:8]([C:5]3[CH:6]=[CH:7][C:2]([F:1])=[CH:3][N:4]=3)[O:10][N:47]=2)[CH2:41]1)=[O:39])([CH3:36])([CH3:34])[CH3:35], predict the reactants needed to synthesize it. The reactants are: [F:1][C:2]1[CH:3]=[N:4][C:5]([C:8]([OH:10])=O)=[CH:6][CH:7]=1.C1C=NC2N(O)N=NC=2C=1.CCN=C=NCCCN(C)C.Cl.[C:33]([O:37][C:38]([N:40]1[CH2:45][CH2:44][CH2:43][C@H:42]([C:46](=[NH:49])[NH:47]O)[CH2:41]1)=[O:39])([CH3:36])([CH3:35])[CH3:34]. (8) Given the product [CH3:41][N:2]([CH3:1])[S:3]([NH:6][CH2:7][CH2:8][CH2:9][CH2:10][C@H:11]([NH:24][C:25](=[O:40])[O:26][CH2:27][C:28]1([CH2:32][C:33]2[CH:34]=[CH:35][C:36]([F:39])=[CH:37][CH:38]=2)[CH2:31][CH2:30][CH2:29]1)[C:12](=[O:23])[C:13](=[O:22])[NH:14][CH2:15][C:16]1[CH:17]=[N:18][CH:19]=[CH:20][CH:21]=1)(=[O:4])=[O:5], predict the reactants needed to synthesize it. The reactants are: [CH3:1][N:2]([CH3:41])[S:3]([NH:6][CH2:7][CH2:8][CH2:9][CH2:10][C@H:11]([NH:24][C:25](=[O:40])[O:26][CH2:27][C:28]1([CH2:32][C:33]2[CH:38]=[CH:37][C:36]([F:39])=[CH:35][CH:34]=2)[CH2:31][CH2:30][CH2:29]1)[CH:12]([OH:23])[C:13](=[O:22])[NH:14][CH2:15][C:16]1[CH:17]=[N:18][CH:19]=[CH:20][CH:21]=1)(=[O:5])=[O:4].OC([C@@H](NC(=O)OCC1(CC2C=CC=CC=2)CCCCC1)CCCCNC(N1CCOCC1)=O)C(=O)N[C@@H](C1C=CC=CC=1)C. (9) Given the product [Br:1][C:2]1[CH:7]=[CH:6][C:5]([Cl:8])=[C:4]([S:19][CH3:18])[C:3]=1[F:9], predict the reactants needed to synthesize it. The reactants are: [Br:1][C:2]1[CH:7]=[CH:6][C:5]([Cl:8])=[CH:4][C:3]=1[F:9].[Li+].CC([N-]C(C)C)C.[CH3:18][S:19]SC. (10) Given the product [CH:5]([C:4]1[CH:3]=[C:2]([N:14]2[CH2:18][CH2:17][CH2:16][CH:15]2[C:19]([O:21][CH2:22][CH3:23])=[O:20])[CH:9]=[C:8]([C:10]([F:13])([F:12])[F:11])[CH:7]=1)=[O:6], predict the reactants needed to synthesize it. The reactants are: Br[C:2]1[CH:3]=[C:4]([CH:7]=[C:8]([C:10]([F:13])([F:12])[F:11])[CH:9]=1)[CH:5]=[O:6].[NH:14]1[CH2:18][CH2:17][CH2:16][CH:15]1[C:19]([O:21][CH2:22][CH3:23])=[O:20].C1(P(C2CCCCC2)C2C=CC=CC=2C2C(OC(C)C)=CC=CC=2OC(C)C)CCCCC1.C(=O)([O-])[O-].[Cs+].[Cs+].